Dataset: Catalyst prediction with 721,799 reactions and 888 catalyst types from USPTO. Task: Predict which catalyst facilitates the given reaction. (1) Reactant: [CH3:1][O:2][C:3]1[CH:4]=[C:5]2[C:10](=[CH:11][CH:12]=1)[CH2:9][C:8](=O)[CH2:7][CH2:6]2.[NH:14]1[CH2:18][CH2:17][CH2:16][CH2:15]1. Product: [CH3:1][O:2][C:3]1[CH:4]=[C:5]2[C:10](=[CH:11][CH:12]=1)[CH:9]=[C:8]([N:14]1[CH2:18][CH2:17][CH2:16][CH2:15]1)[CH2:7][CH2:6]2. The catalyst class is: 5. (2) Reactant: [N:1]1[CH:6]=[CH:5][CH:4]=[CH:3][C:2]=1[O:7][CH2:8][C:9]1[CH:27]=[CH:26][C:12]([CH2:13][C:14]2[CH:18]=[C:17]([C:19]3[C:20]([NH2:25])=[N:21][CH:22]=[CH:23][CH:24]=3)[O:16][N:15]=2)=[CH:11][CH:10]=1.C(#N)C.[CH3:31][N:32]([CH3:52])[CH2:33][CH2:34][O:35][C:36](=[O:51])[C@@H:37]([NH:43][C:44]([O:46][C:47]([CH3:50])([CH3:49])[CH3:48])=[O:45])[CH2:38][CH2:39][C:40](O)=[O:41].F[P-](F)(F)(F)(F)F.N1(OC(N(C)C)=[N+](C)C)C2N=CC=CC=2N=N1. Product: [CH3:52][N:32]([CH3:31])[CH2:33][CH2:34][O:35][C:36](=[O:51])[C@@H:37]([NH:43][C:44]([O:46][C:47]([CH3:48])([CH3:49])[CH3:50])=[O:45])[CH2:38][CH2:39][C:40](=[O:41])[NH:25][C:20]1[C:19]([C:17]2[O:16][N:15]=[C:14]([CH2:13][C:12]3[CH:26]=[CH:27][C:9]([CH2:8][O:7][C:2]4[CH:3]=[CH:4][CH:5]=[CH:6][N:1]=4)=[CH:10][CH:11]=3)[CH:18]=2)=[CH:24][CH:23]=[CH:22][N:21]=1. The catalyst class is: 6. (3) The catalyst class is: 17. Reactant: [F:1][CH:2]([F:14])[O:3][C:4]1[CH:9]=[CH:8][C:7]([S:10](Cl)(=[O:12])=[O:11])=[CH:6][CH:5]=1.[CH3:15][O:16][C:17]1[CH:22]=[CH:21][C:20]([NH2:23])=[CH:19][C:18]=1[N:24]1[CH2:29][CH2:28][N:27]([CH3:30])[CH2:26][CH2:25]1. Product: [F:1][CH:2]([F:14])[O:3][C:4]1[CH:9]=[CH:8][C:7]([S:10]([NH:23][C:20]2[CH:21]=[CH:22][C:17]([O:16][CH3:15])=[C:18]([N:24]3[CH2:25][CH2:26][N:27]([CH3:30])[CH2:28][CH2:29]3)[CH:19]=2)(=[O:12])=[O:11])=[CH:6][CH:5]=1. (4) Product: [CH3:37][C@H:36]([NH:38][C:11]([C@@H:10]([NH:9][C:7]([N:1]1[CH2:6][CH2:5][O:4][CH2:3][CH2:2]1)=[O:8])[CH2:14][S:15]([CH2:18][C:19]1[CH:24]=[CH:23][CH:22]=[CH:21][CH:20]=1)(=[O:17])=[O:16])=[O:13])[CH2:35][NH:34][C:31]1[CH:30]=[CH:29][C:28]([O:27][C:26]([F:25])([F:39])[F:40])=[CH:33][CH:32]=1. Reactant: [N:1]1([C:7]([NH:9][C@@H:10]([CH2:14][S:15]([CH2:18][C:19]2[CH:24]=[CH:23][CH:22]=[CH:21][CH:20]=2)(=[O:17])=[O:16])[C:11]([OH:13])=O)=[O:8])[CH2:6][CH2:5][O:4][CH2:3][CH2:2]1.[F:25][C:26]([F:40])([F:39])[O:27][C:28]1[CH:33]=[CH:32][C:31]([NH:34][CH2:35][C@@H:36]([NH2:38])[CH3:37])=[CH:30][CH:29]=1.C(Cl)CCl.C1C=CC2N(O)N=NC=2C=1.CN1CCOCC1. The catalyst class is: 2.